Dataset: Reaction yield outcomes from USPTO patents with 853,638 reactions. Task: Predict the reaction yield, written as a fraction of the theoretical maximum amount of product (1.0 means a 100% yield; for example, 0.34 means a 34% yield). (1) The reactants are [C:1]1([CH2:11][NH:12][C:13]2[CH:18]=C[C:16](C)=[CH:15][C:14]=2[NH2:20])[C:10]2[C:5](=[CH:6][CH:7]=[CH:8][CH:9]=2)[CH:4]=[CH:3][CH:2]=1.[SH-:21].[C+4:22].[SH-].[SH-].[SH-].[CH2:26](O)[CH3:27]. No catalyst specified. The product is [C:1]1([CH2:11][N:12]2[C:13]3[CH:18]=[C:26]([CH3:27])[CH:16]=[CH:15][C:14]=3[N:20]=[C:22]2[SH:21])[C:10]2[C:5](=[CH:6][CH:7]=[CH:8][CH:9]=2)[CH:4]=[CH:3][CH:2]=1. The yield is 0.440. (2) The reactants are [C:1]1([CH2:7][CH2:8][CH2:9][CH2:10][CH2:11][CH2:12][C:13]([C:15]2[O:19][N:18]=[C:17]([C:20]3[N:25]=[C:24]([C:26]([O:28]C)=[O:27])[CH:23]=[CH:22][CH:21]=3)[N:16]=2)=[O:14])[CH:6]=[CH:5][CH:4]=[CH:3][CH:2]=1. The catalyst is CCOCC. The product is [C:1]1([CH2:7][CH2:8][CH2:9][CH2:10][CH2:11][CH2:12][C:13]([C:15]2[O:19][N:18]=[C:17]([C:20]3[N:25]=[C:24]([C:26]([OH:28])=[O:27])[CH:23]=[CH:22][CH:21]=3)[N:16]=2)=[O:14])[CH:6]=[CH:5][CH:4]=[CH:3][CH:2]=1. The yield is 0.250. (3) The reactants are [CH3:1][O:2][C:3]([C:5]1[S:6][C:7](Br)=[CH:8][C:9]=1[N:10]([C@H:20]1[CH2:25][CH2:24][C@H:23]([OH:26])[CH2:22][CH2:21]1)[C:11]([C@H:13]1[CH2:18][CH2:17][C@H:16]([CH3:19])[CH2:15][CH2:14]1)=[O:12])=[O:4].[O:28]1[C:32]2([CH2:37][CH2:36][C:35](B(O)O)=[CH:34][CH2:33]2)[O:31][CH2:30][CH2:29]1.C([O-])([O-])=O.[Na+].[Na+]. The catalyst is CN(C=O)C. The yield is 0.920. The product is [CH3:1][O:2][C:3]([C:5]1[S:6][C:7]([C:35]2[CH2:36][CH2:37][C:32]3([O:31][CH2:30][CH2:29][O:28]3)[CH2:33][CH:34]=2)=[CH:8][C:9]=1[N:10]([C@H:20]1[CH2:25][CH2:24][C@H:23]([OH:26])[CH2:22][CH2:21]1)[C:11]([C@H:13]1[CH2:18][CH2:17][C@H:16]([CH3:19])[CH2:15][CH2:14]1)=[O:12])=[O:4]. (4) The product is [CH2:1]([C:5]1([CH2:28][CH2:29][CH2:30][CH3:31])[CH2:11][N:10]([C:12]2[CH:13]=[CH:14][C:15]([O:18][CH2:33][CH2:32][N:34]([CH2:38][CH3:39])[CH2:35][CH3:36])=[CH:16][CH:17]=2)[C:9]2[CH:19]=[C:20]([N:23]([CH3:25])[CH3:24])[CH:21]=[CH:22][C:8]=2[S:7](=[O:26])(=[O:27])[CH2:6]1)[CH2:2][CH2:3][CH3:4]. No catalyst specified. The yield is 0.810. The reactants are [CH2:1]([C:5]1([CH2:28][CH2:29][CH2:30][CH3:31])[CH2:11][N:10]([C:12]2[CH:17]=[CH:16][C:15]([OH:18])=[CH:14][CH:13]=2)[C:9]2[CH:19]=[C:20]([N:23]([CH3:25])[CH3:24])[CH:21]=[CH:22][C:8]=2[S:7](=[O:27])(=[O:26])[CH2:6]1)[CH2:2][CH2:3][CH3:4].[CH2:32]([N:34]([CH2:38][CH3:39])[CH2:35][CH2:36]Cl)[CH3:33].S1C2C=CC=CC=2C=NC=C1. (5) The reactants are [CH:1]1([NH:6][C:7]2[CH:12]=[CH:11][C:10]([C@H:13]3[C@@H:18]([C:19]([NH:21][C:22]4[CH:27]=[CH:26][C:25]([CH2:28][OH:29])=[C:24]([C:30]([F:33])([F:32])[F:31])[CH:23]=4)=[O:20])[CH2:17][CH2:16][CH2:15][N:14]3[C:34](=[O:43])[C:35]3[C:40]([CH3:41])=[CH:39][CH:38]=[CH:37][C:36]=3[F:42])=[CH:9][CH:8]=2)[CH2:5][CH2:4][CH2:3][CH2:2]1. The catalyst is ClCCCl.ClCCl.O=[Mn]=O. The product is [CH:1]1([NH:6][C:7]2[CH:8]=[CH:9][C:10]([C@H:13]3[C@@H:18]([C:19]([NH:21][C:22]4[CH:27]=[CH:26][C:25]([CH:28]=[O:29])=[C:24]([C:30]([F:32])([F:33])[F:31])[CH:23]=4)=[O:20])[CH2:17][CH2:16][CH2:15][N:14]3[C:34](=[O:43])[C:35]3[C:40]([CH3:41])=[CH:39][CH:38]=[CH:37][C:36]=3[F:42])=[CH:11][CH:12]=2)[CH2:2][CH2:3][CH2:4][CH2:5]1. The yield is 0.310. (6) The reactants are Br[C:2]1[CH:3]=[N:4][CH:5]=[CH:6][CH:7]=1.[C:16]1([CH3:21])[CH:17]=[CH:18][CH:19]=[CH:20][C:15]=1P([C:15]1[CH:20]=[CH:19][CH:18]=[CH:17][C:16]=1[CH3:21])[C:15]1[CH:20]=[CH:19][CH:18]=[CH:17][C:16]=1[CH3:21].C([O-])([O-])=O.[K+].[K+].[CH3:36][O:37][CH2:38][CH2:39][O:40][CH3:41]. The catalyst is CC([O-])=O.CC([O-])=O.[Pd+2].O.C(OCC)(=O)C. The product is [CH2:36]([O:37][C:38]1[CH:20]=[C:15]([C:2]2[CH:3]=[N:4][CH:5]=[CH:6][CH:7]=2)[CH:16]=[CH:17][C:39]=1[O:40][CH2:41][CH2:17][CH2:18][CH2:19][CH2:20][CH2:15][CH2:16][CH3:21])[CH2:17][CH2:18][CH2:19][CH2:20][CH2:15][CH2:16][CH3:21]. The yield is 0.700. (7) The reactants are [O:1]1[CH:5]=[CH:4][CH:3]=[C:2]1[C:6](=O)[CH2:7][C:8]1[O:9][CH:10]=[CH:11][CH:12]=1.[Br:14][C:15]1[CH:16]=[CH:17][C:18]([NH:21]N)=[N:19][CH:20]=1.C(O)(=O)C. The catalyst is C1C=CC=CC=1. The product is [Br:14][C:15]1[CH:16]=[C:17]2[C:6]([C:2]3[O:1][CH:5]=[CH:4][CH:3]=3)=[C:7]([C:8]3[O:9][CH:10]=[CH:11][CH:12]=3)[NH:21][C:18]2=[N:19][CH:20]=1. The yield is 0.0250. (8) The reactants are [CH2:1]([O:3][C:4]([C:6]1[NH:7][CH:8]=[CH:9][C:10]=1[NH2:11])=[O:5])[CH3:2].Br[C:13]1[CH:14]=[C:15]([Cl:19])[CH:16]=[CH:17][CH:18]=1.C1C=CC(P(C2C(C3C(P(C4C=CC=CC=4)C4C=CC=CC=4)=CC=C4C=3C=CC=C4)=C3C(C=CC=C3)=CC=2)C2C=CC=CC=2)=CC=1.C(=O)([O-])[O-].[Cs+].[Cs+]. The catalyst is C1C=CC(/C=C/C(/C=C/C2C=CC=CC=2)=O)=CC=1.C1C=CC(/C=C/C(/C=C/C2C=CC=CC=2)=O)=CC=1.C1C=CC(/C=C/C(/C=C/C2C=CC=CC=2)=O)=CC=1.[Pd].[Pd].C(O)C. The product is [Cl:19][C:15]1[CH:14]=[C:13]([NH:11][C:10]2[CH:9]=[CH:8][NH:7][C:6]=2[C:4]([O:3][CH2:1][CH3:2])=[O:5])[CH:18]=[CH:17][CH:16]=1. The yield is 0.150. (9) The reactants are [NH2:1][C:2]1([C:8]([OH:10])=[O:9])[CH2:7][CH2:6][CH2:5][CH2:4][CH2:3]1.Cl[C:12]([O:14][CH2:15][C:16]1[CH:21]=[CH:20][CH:19]=[CH:18][CH:17]=1)=[O:13]. The catalyst is [OH-].[Na+]. The product is [CH2:15]([O:14][C:12]([NH:1][C:2]1([C:8]([OH:10])=[O:9])[CH2:7][CH2:6][CH2:5][CH2:4][CH2:3]1)=[O:13])[C:16]1[CH:21]=[CH:20][CH:19]=[CH:18][CH:17]=1. The yield is 0.890.